Dataset: Full USPTO retrosynthesis dataset with 1.9M reactions from patents (1976-2016). Task: Predict the reactants needed to synthesize the given product. (1) Given the product [NH2:1][C:2]1[C:3]2[C:10]([C:11]3[CH:16]=[CH:15][CH:14]=[C:13]([O:17][CH2:18][C:19]45[O:25][CH:22]([CH2:21][CH2:20]4)[CH2:23][CH2:24]5)[CH:12]=3)=[CH:9][N:8]([C@@H:26]3[CH2:27][C@H:28]([CH:30]=[O:31])[CH2:29]3)[C:4]=2[N:5]=[CH:6][N:7]=1, predict the reactants needed to synthesize it. The reactants are: [NH2:1][C:2]1[C:3]2[C:10]([C:11]3[CH:16]=[CH:15][CH:14]=[C:13]([O:17][CH2:18][C:19]45[O:25][CH:22]([CH2:23][CH2:24]4)[CH2:21][CH2:20]5)[CH:12]=3)=[CH:9][N:8]([CH:26]3[CH2:29][CH:28]([CH2:30][OH:31])[CH2:27]3)[C:4]=2[N:5]=[CH:6][N:7]=1.I(C1C=CC=CC=1C(O)=O)(=O)=O. (2) The reactants are: [CH2:1]([O:3][C:4](=[O:13])[C:5]1[CH:10]=[C:9]([CH3:11])[N:8]=[C:7](Cl)[CH:6]=1)[CH3:2].[C:14]1(P(C2C=CC=CC=2)C2C=CC=CC=2)[CH:19]=CC=C[CH:15]=1.[C:33]([O-])([O-])=O.[K+].[K+].N#N. Given the product [CH2:1]([O:3][C:4](=[O:13])[C:5]1[CH:10]=[C:9]([CH:11]=[C:14]([CH3:19])[CH3:15])[N:8]=[C:7]([CH3:33])[CH:6]=1)[CH3:2], predict the reactants needed to synthesize it.